Task: Predict which catalyst facilitates the given reaction.. Dataset: Catalyst prediction with 721,799 reactions and 888 catalyst types from USPTO Reactant: [CH2:1]([O:8][C:9]1[C:10]([CH3:21])=[N:11][C:12](N)=[N:13][C:14]=1[CH2:15][CH2:16][CH2:17][CH2:18][CH3:19])[C:2]1[CH:7]=[CH:6][CH:5]=[CH:4][CH:3]=1.[CH2:22]=O.[BH3-][C:25]#[N:26].[Na+]. Product: [CH2:1]([O:8][C:9]1[C:10]([CH3:21])=[N:11][C:12]([N:26]([CH3:25])[CH3:22])=[N:13][C:14]=1[CH2:15][CH2:16][CH2:17][CH2:18][CH3:19])[C:2]1[CH:7]=[CH:6][CH:5]=[CH:4][CH:3]=1. The catalyst class is: 5.